Dataset: Full USPTO retrosynthesis dataset with 1.9M reactions from patents (1976-2016). Task: Predict the reactants needed to synthesize the given product. (1) Given the product [Br:8][C:7]1[CH:6]=[N:5][C:4]([O:9][CH3:10])=[C:3]2[C:2]=1[NH:1][C:13](=[O:15])[CH:12]=[CH:11]2, predict the reactants needed to synthesize it. The reactants are: [NH2:1][C:2]1[C:7]([Br:8])=[CH:6][N:5]=[C:4]([O:9][CH3:10])[C:3]=1/[CH:11]=[CH:12]/[C:13]([O:15]CC)=O.C[S-].[Na+].O.FC(F)(F)S(OC1C=CC2C(=C(Br)C=NC=2OC)N=1)(=O)=O. (2) Given the product [OH:1][C@H:2]1[C@@H:9]2[C@@H:5]([CH2:6][N:7]([C:10]([O:12][C:13]([CH3:16])([CH3:15])[CH3:14])=[O:11])[CH2:8]2)[CH2:4][CH2:3]1, predict the reactants needed to synthesize it. The reactants are: [O:1]=[C:2]1[C@@H:9]2[C@@H:5]([CH2:6][N:7]([C:10]([O:12][C:13]([CH3:16])([CH3:15])[CH3:14])=[O:11])[CH2:8]2)[CH2:4][CH2:3]1.OO. (3) The reactants are: C([O:3][C:4]([CH:6]1[CH2:11][CH2:10][CH:9]([NH:12][CH2:13][C:14]2[CH:19]=[CH:18][CH:17]=[CH:16][CH:15]=2)[CH:8]([CH3:20])[CH2:7]1)=O)C.[H-].[H-].[H-].[H-].[Li+].[Al+3]. Given the product [CH2:13]([NH:12][CH:9]1[CH2:10][CH2:11][CH:6]([CH2:4][OH:3])[CH2:7][CH:8]1[CH3:20])[C:14]1[CH:19]=[CH:18][CH:17]=[CH:16][CH:15]=1, predict the reactants needed to synthesize it. (4) Given the product [C:3]12[CH:2]=[C:22]3[N:23]=[C:19]([CH:20]=[CH:21]3)[CH:18]=[C:17]3[NH:32][C:14]([CH:15]=[CH:16]3)=[CH:13][C:12]3=[N:34][C:9]([CH:10]=[CH:11]3)=[CH:8][C:6]([NH:7]1)=[CH:5][CH:4]=2, predict the reactants needed to synthesize it. The reactants are: Br[C:2]1[C:3]2[NH:7][C:6]([C:8](C3C(C)=CC=CC=3C)=[C:9]3[N:34]=[C:12]([C:13](Br)=[C:14]4[NH:32][C:17](=[C:18](C5C(C)=CC=CC=5C)[C:19]5[CH:20]=[CH:21][C:22]=1[N:23]=5)[CH:16]=[CH:15]4)[CH:11]=[CH:10]3)=[CH:5][CH:4]=2.C1C=CC(P(C2C(OC3C(P(C4C=CC=CC=4)C4C=CC=CC=4)=CC=CC=3)=CC=CC=2)C2C=CC=CC=2)=CC=1.C([O-])([O-])=O.[Cs+].[Cs+].C(OCC)(=O)C. (5) Given the product [NH2:1][C:2]1[N:10]=[CH:9][C:8]([Br:11])=[CH:7][C:3]=1[C:4]([N:14]([CH3:15])[CH3:13])=[O:5], predict the reactants needed to synthesize it. The reactants are: [NH2:1][C:2]1[N:10]=[CH:9][C:8]([Br:11])=[CH:7][C:3]=1[C:4](O)=[O:5].C[CH2:13][N:14](C(C)C)[CH:15](C)C.CN(C(ON1N=NC2C=CC=CC1=2)=[N+](C)C)C.[B-](F)(F)(F)F.CNC. (6) The reactants are: [CH3:1][S:2]([OH:5])(=[O:4])=[O:3].[CH3:6][N:7]([CH3:29])[CH:8]1[C:22]2=[CH:23][CH:19]([O:20][C:21]2=[O:24])[CH:18]2[CH:14]([O:15][C:16](=[O:26])[CH:17]2[CH3:25])[CH2:13][C:12]2([CH3:27])[CH:10]([O:11]2)[CH:9]1[OH:28]. Given the product [CH3:1][S:2]([O-:5])(=[O:4])=[O:3].[OH:28][CH:9]1[CH:8]([NH+:7]([CH3:6])[CH3:29])[C:22]2=[CH:23][CH:19]([O:20][C:21]2=[O:24])[CH:18]2[CH:14]([O:15][C:16](=[O:26])[CH:17]2[CH3:25])[CH2:13][C:12]2([CH3:27])[CH:10]1[O:11]2, predict the reactants needed to synthesize it. (7) Given the product [Cl:1][C:2]1[CH:7]=[CH:6][N:5]=[C:4]([NH:8][C:9](=[O:15])[O:10][C:11]([CH3:12])([CH3:14])[CH3:13])[C:3]=1[I:29], predict the reactants needed to synthesize it. The reactants are: [Cl:1][C:2]1[CH:7]=[CH:6][N:5]=[C:4]([NH:8][C:9](=[O:15])[O:10][C:11]([CH3:14])([CH3:13])[CH3:12])[CH:3]=1.CN(CCN(C)C)C.[Li]CCCC.[I:29]I.S([O-])(O)=O.[Na+]. (8) The reactants are: [H-].[Na+].Cl[CH2:4][O:5][CH3:6].O.[OH:8][C:9]1[CH:14]=[CH:13][CH:12]=[CH:11][C:10]=1[C:15](=[O:17])[CH3:16]. Given the product [CH3:6][O:5][CH2:4][O:8][C:9]1[CH:14]=[CH:13][CH:12]=[CH:11][C:10]=1[C:15](=[O:17])[CH3:16], predict the reactants needed to synthesize it. (9) The reactants are: [OH:1][C:2]([C:4]([F:7])([F:6])[F:5])=[O:3].[CH3:8][CH:9]1[CH2:14][CH2:13][N:12]([C:15]([C:17]2[CH:25]=[CH:24][C:23]3[N:22]([S:26]([C:29]4[CH:34]=[CH:33][CH:32]=[CH:31][CH:30]=4)(=[O:28])=[O:27])[C:21]4[CH2:35][CH2:36][NH:37][CH2:38][C:20]=4[C:19]=3[CH:18]=2)=[O:16])[CH2:11][CH2:10]1.[O:39]1[CH2:44][CH2:43][C:42](=O)[CH2:41][CH2:40]1.C(O[BH-](OC(=O)C)OC(=O)C)(=O)C.[Na+].[OH-].[Na+]. Given the product [CH3:8][CH:9]1[CH2:10][CH2:11][N:12]([C:15]([C:17]2[CH:25]=[CH:24][C:23]3[N:22]([S:26]([C:29]4[CH:30]=[CH:31][CH:32]=[CH:33][CH:34]=4)(=[O:27])=[O:28])[C:21]4[CH2:35][CH2:36][N:37]([CH:42]5[CH2:43][CH2:44][O:39][CH2:40][CH2:41]5)[CH2:38][C:20]=4[C:19]=3[CH:18]=2)=[O:16])[CH2:13][CH2:14]1.[C:2]([OH:3])([C:4]([F:7])([F:6])[F:5])=[O:1], predict the reactants needed to synthesize it. (10) Given the product [CH3:31][NH:32][CH:33]([CH2:35]/[CH:36]=[CH:37]/[C:12]1[N:17]=[C:16]2[O:18][CH:19]=[N:20][C:15]2=[CH:14][CH:13]=1)[CH3:34], predict the reactants needed to synthesize it. The reactants are: NC1C(O)=CC(Br)=CN=1.N.Br[C:12]1[N:17]=[C:16]2[O:18][CH:19]=[N:20][C:15]2=[CH:14][CH:13]=1.BrC1C=C2OC=NC2=NC=1.[CH3:31][N:32](C(OC(C)(C)C)=O)[CH:33]([CH2:35][CH:36]=[CH2:37])[CH3:34].